From a dataset of Reaction yield outcomes from USPTO patents with 853,638 reactions. Predict the reaction yield, written as a fraction of the theoretical maximum amount of product (1.0 means a 100% yield; for example, 0.34 means a 34% yield). (1) The reactants are [F:1][C:2]1[CH:10]=[C:9]2[C:5]([C:6]([C:20]3[CH:21]=[N:22][N:23]([CH:25]4[CH2:30][CH2:29][C:28](=[O:31])[CH2:27][CH2:26]4)[CH:24]=3)=[CH:7][N:8]2[S:11]([C:14]2[CH:19]=[CH:18][CH:17]=[CH:16][CH:15]=2)(=[O:13])=[O:12])=[CH:4][CH:3]=1.[BH4-].[Na+]. The catalyst is CO. The product is [F:1][C:2]1[CH:10]=[C:9]2[C:5]([C:6]([C:20]3[CH:21]=[N:22][N:23]([C@H:25]4[CH2:26][CH2:27][C@H:28]([OH:31])[CH2:29][CH2:30]4)[CH:24]=3)=[CH:7][N:8]2[S:11]([C:14]2[CH:15]=[CH:16][CH:17]=[CH:18][CH:19]=2)(=[O:13])=[O:12])=[CH:4][CH:3]=1. The yield is 0.160. (2) The reactants are [CH2:1]([CH:8]([CH:14]([OH:16])[CH3:15])[C:9]([O:11][CH2:12][CH3:13])=[O:10])[C:2]1[CH:7]=[CH:6][CH:5]=[CH:4][CH:3]=1.N1C=CC=CC=1.[C:23](Cl)(=[O:30])[C:24]1[CH:29]=[CH:28][CH:27]=[CH:26][CH:25]=1. The catalyst is O1CCCC1. The product is [CH2:1]([CH:8]([CH:14]([O:16][C:23](=[O:30])[C:24]1[CH:29]=[CH:28][CH:27]=[CH:26][CH:25]=1)[CH3:15])[C:9]([O:11][CH2:12][CH3:13])=[O:10])[C:2]1[CH:7]=[CH:6][CH:5]=[CH:4][CH:3]=1. The yield is 0.850. (3) The reactants are O1CCOCC1.[ClH:7].C([NH:11][CH:12]([CH2:17][C:18]1[CH:27]=[CH:26][C:25]2[C:20](=[CH:21][CH:22]=[C:23]([C:28]3[C:33]([O:34][CH3:35])=[CH:32][CH:31]=[CH:30][C:29]=3[O:36][CH3:37])[CH:24]=2)[CH:19]=1)[C:13]([O:15]C)=[O:14])(=O)C. The catalyst is C(OCC)C. The product is [ClH:7].[NH2:11][CH:12]([CH2:17][C:18]1[CH:27]=[CH:26][C:25]2[C:20](=[CH:21][CH:22]=[C:23]([C:28]3[C:29]([O:36][CH3:37])=[CH:30][CH:31]=[CH:32][C:33]=3[O:34][CH3:35])[CH:24]=2)[CH:19]=1)[C:13]([OH:15])=[O:14]. The yield is 0.810. (4) The reactants are [OH:1][C:2]1[CH:11]=[CH:10][C:5]([C:6]([O:8][CH3:9])=[O:7])=[CH:4][C:3]=1[O:12][CH3:13].Br[CH2:15][CH2:16][CH2:17][CH2:18][Cl:19].C(=O)([O-])[O-].[K+].[K+]. The catalyst is C(#N)C. The product is [Cl:19][CH2:18][CH2:17][CH2:16][CH2:15][O:1][C:2]1[CH:11]=[CH:10][C:5]([C:6]([O:8][CH3:9])=[O:7])=[CH:4][C:3]=1[O:12][CH3:13]. The yield is 0.900. (5) The catalyst is C(Cl)Cl. The reactants are [CH2:1]([N:8]1[CH2:12][CH:11]([NH:13][CH3:14])[CH2:10][CH:9]1[C:15]([N:17]1[CH2:22][CH2:21][N:20]([C:23]2[CH:30]=[CH:29][CH:28]=[CH:27][C:24]=2[C:25]#[N:26])[CH2:19][CH2:18]1)=[O:16])[C:2]1[CH:7]=[CH:6][CH:5]=[CH:4][CH:3]=1.[Cl:31][C:32]1[CH:33]=[C:34]([CH:37]=[CH:38][C:39]=1[Cl:40])[CH:35]=O.[BH-](OC(C)=O)(OC(C)=O)OC(C)=O.[Na+].CCN(CC)CC. The product is [CH2:1]([N:8]1[CH2:12][CH:11]([N:13]([CH2:35][C:34]2[CH:37]=[CH:38][C:39]([Cl:40])=[C:32]([Cl:31])[CH:33]=2)[CH3:14])[CH2:10][CH:9]1[C:15]([N:17]1[CH2:22][CH2:21][N:20]([C:23]2[CH:30]=[CH:29][CH:28]=[CH:27][C:24]=2[C:25]#[N:26])[CH2:19][CH2:18]1)=[O:16])[C:2]1[CH:7]=[CH:6][CH:5]=[CH:4][CH:3]=1. The yield is 0.0480. (6) The reactants are [C:1]1([C:7]([C:23]2[CH:28]=[CH:27][CH:26]=[CH:25][CH:24]=2)([C:16]2[CH:21]=[CH:20][C:19]([CH3:22])=[CH:18][CH:17]=2)[C:8]2[CH:9]=[C:10]([OH:15])[C:11]([OH:14])=[CH:12][CH:13]=2)[CH:6]=[CH:5][CH:4]=[CH:3][CH:2]=1.[OH-].[K+].Br[CH2:32][CH2:33][CH2:34][CH2:35][CH2:36][CH3:37].[Cl-].[Na+]. The catalyst is C1(C)C=CC=CC=1.O.CS(C)=O. The product is [CH2:32]([O:15][C:10]1[CH:9]=[C:8]([C:7]([C:16]2[CH:17]=[CH:18][C:19]([CH3:22])=[CH:20][CH:21]=2)([C:1]2[CH:6]=[CH:5][CH:4]=[CH:3][CH:2]=2)[C:23]2[CH:28]=[CH:27][CH:26]=[CH:25][CH:24]=2)[CH:13]=[CH:12][C:11]=1[O:14][CH2:5][CH2:6][CH2:1][CH2:2][CH2:3][CH3:4])[CH2:33][CH2:34][CH2:35][CH2:36][CH3:37]. The yield is 0.710. (7) The reactants are P(Cl)(Cl)(Cl)=O.[Cl:6][CH:7]([CH2:25][CH3:26])[C:8]([NH:10][C:11]1[CH:15]=[CH:14][S:13][C:12]=1[C:16]([NH:18][C:19]1[CH:24]=[CH:23][CH:22]=[CH:21][CH:20]=1)=[O:17])=O. No catalyst specified. The product is [Cl:6][CH:7]([C:8]1[N:18]([C:19]2[CH:24]=[CH:23][CH:22]=[CH:21][CH:20]=2)[C:16](=[O:17])[C:12]2[S:13][CH:14]=[CH:15][C:11]=2[N:10]=1)[CH2:25][CH3:26]. The yield is 0.690. (8) The catalyst is C1COCC1. The reactants are [CH3:1][O:2][CH2:3][C@@H:4]([NH2:6])[CH3:5].[Cl:7][CH2:8][CH2:9][N:10]=[C:11]=[O:12]. The yield is 1.00. The product is [Cl:7][CH2:8][CH2:9][NH:10][C:11]([NH:6][C@@H:4]([CH3:5])[CH2:3][O:2][CH3:1])=[O:12]. (9) The reactants are [CH3:1][O:2][CH2:3][CH2:4][NH:5][CH3:6].O.Br[C:9]1[N:13]([C:14]2[C:22]3[C:18](=[N:19][O:20][N:21]=3)[CH:17]=[CH:16][CH:15]=2)[C:12]([C:23]2[CH:24]=[N:25][C:26]([C:29]3[CH:34]=[CH:33][CH:32]=[CH:31][CH:30]=3)=[CH:27][CH:28]=2)=[N:11][N:10]=1. The catalyst is C(Cl)(Cl)Cl. The product is [N:19]1[O:20][N:21]=[C:22]2[C:14]([N:13]3[C:12]([C:23]4[CH:24]=[N:25][C:26]([C:29]5[CH:34]=[CH:33][CH:32]=[CH:31][CH:30]=5)=[CH:27][CH:28]=4)=[N:11][N:10]=[C:9]3[N:5]([CH2:4][CH2:3][O:2][CH3:1])[CH3:6])=[CH:15][CH:16]=[CH:17][C:18]=12. The yield is 0.190. (10) The reactants are [NH2:1][C:2]1[N:3]=[C:4]2[CH:9]=[CH:8][C:7]([O:10][C:11]3[CH:12]=[C:13]([NH:17][C:18](=[O:30])[C:19]4[CH:24]=[CH:23][CH:22]=[C:21]([C:25]5([C:28]#[N:29])[CH2:27][CH2:26]5)[CH:20]=4)[CH:14]=[CH:15][CH:16]=3)=[N:6][N:5]2[CH:31]=1.C(N(CC)CC)C.[Cl:39][CH2:40][C:41](Cl)=[O:42]. The catalyst is O1CCCC1. The product is [Cl:39][CH2:40][C:41]([NH:1][C:2]1[N:3]=[C:4]2[CH:9]=[CH:8][C:7]([O:10][C:11]3[CH:12]=[C:13]([NH:17][C:18](=[O:30])[C:19]4[CH:24]=[CH:23][CH:22]=[C:21]([C:25]5([C:28]#[N:29])[CH2:27][CH2:26]5)[CH:20]=4)[CH:14]=[CH:15][CH:16]=3)=[N:6][N:5]2[CH:31]=1)=[O:42]. The yield is 0.890.